This data is from Full USPTO retrosynthesis dataset with 1.9M reactions from patents (1976-2016). The task is: Predict the reactants needed to synthesize the given product. (1) The reactants are: [Cl-].Cl[C:3]1[N:8]=[C:7]([C:9]2[S:13][CH:12]=[N:11][C:10]=2[C:14]2[CH:15]=[C:16]([NH:20][C:21](=[O:30])[C:22]3[C:27]([F:28])=[CH:26][CH:25]=[CH:24][C:23]=3[F:29])[CH:17]=[CH:18][CH:19]=2)[CH:6]=[CH:5][N:4]=1.[N:31]1([CH2:36][C:37]2[CH:38]=[C:39]([NH2:43])[CH:40]=[CH:41][CH:42]=2)[CH2:35][CH2:34][CH2:33][CH2:32]1. Given the product [F:29][C:23]1[CH:24]=[CH:25][CH:26]=[C:27]([F:28])[C:22]=1[C:21]([NH:20][C:16]1[CH:17]=[CH:18][CH:19]=[C:14]([C:10]2[N:11]=[CH:12][S:13][C:9]=2[C:7]2[CH:6]=[CH:5][N:4]=[C:3]([NH:43][C:39]3[CH:40]=[CH:41][CH:42]=[C:37]([CH2:36][N:31]4[CH2:32][CH2:33][CH2:34][CH2:35]4)[CH:38]=3)[N:8]=2)[CH:15]=1)=[O:30], predict the reactants needed to synthesize it. (2) The reactants are: CC1N=C(N2C(=O)N(CC3C=CC(C(F)(F)F)=CC=3)N=C2)SC=1C(O)=O.[F:27][C:28]1[CH:49]=[CH:48][C:31]([CH2:32][N:33]2[C:37](=[O:38])[N:36]([C:39]3[S:40][C:41]([C:45](O)=[O:46])=[C:42]([CH3:44])[N:43]=3)[CH:35]=[N:34]2)=[CH:30][CH:29]=1.[CH3:50][N:51]1[CH:55]=[C:54]([CH2:56][NH2:57])[CH:53]=[N:52]1. Given the product [F:27][C:28]1[CH:29]=[CH:30][C:31]([CH2:32][N:33]2[C:37](=[O:38])[N:36]([C:39]3[S:40][C:41]([C:45]([NH:57][CH2:56][C:54]4[CH:53]=[N:52][N:51]([CH3:50])[CH:55]=4)=[O:46])=[C:42]([CH3:44])[N:43]=3)[CH:35]=[N:34]2)=[CH:48][CH:49]=1, predict the reactants needed to synthesize it. (3) Given the product [CH3:13][C:11]([C:14]1[CH:15]=[C:16]([S:20]([N:23]2[C:31]3[C:26](=[CH:27][C:28]([C:32]([F:35])([F:34])[F:33])=[CH:29][CH:30]=3)[CH:25]=[C:24]2[CH2:36][C:37]([NH2:38])=[S:2])(=[O:22])=[O:21])[CH:17]=[CH:18][CH:19]=1)([CH3:10])[CH3:12], predict the reactants needed to synthesize it. The reactants are: P([O-])(OCC)(SCC)=[S:2].[CH3:10][C:11]([C:14]1[CH:15]=[C:16]([S:20]([N:23]2[C:31]3[C:26](=[CH:27][C:28]([C:32]([F:35])([F:34])[F:33])=[CH:29][CH:30]=3)[CH:25]=[C:24]2[CH2:36][C:37]#[N:38])(=[O:22])=[O:21])[CH:17]=[CH:18][CH:19]=1)([CH3:13])[CH3:12].C([O-])([O-])=O.[Na+].[Na+]. (4) Given the product [CH3:6][O:7][C:8]1[CH:16]=[CH:15][CH:14]=[C:13]([S:18][CH3:17])[C:9]=1[C:10]([OH:12])=[O:11], predict the reactants needed to synthesize it. The reactants are: C([Li])(CC)C.[CH3:6][O:7][C:8]1[CH:16]=[CH:15][CH:14]=[CH:13][C:9]=1[C:10]([OH:12])=[O:11].[CH3:17][S:18]SC.